Dataset: NCI-60 drug combinations with 297,098 pairs across 59 cell lines. Task: Regression. Given two drug SMILES strings and cell line genomic features, predict the synergy score measuring deviation from expected non-interaction effect. (1) Drug 1: CCC1=CC2CC(C3=C(CN(C2)C1)C4=CC=CC=C4N3)(C5=C(C=C6C(=C5)C78CCN9C7C(C=CC9)(C(C(C8N6C)(C(=O)OC)O)OC(=O)C)CC)OC)C(=O)OC.C(C(C(=O)O)O)(C(=O)O)O. Drug 2: C1=NC2=C(N=C(N=C2N1C3C(C(C(O3)CO)O)F)Cl)N. Cell line: LOX IMVI. Synergy scores: CSS=54.3, Synergy_ZIP=-0.354, Synergy_Bliss=-1.74, Synergy_Loewe=-5.10, Synergy_HSA=-0.783. (2) Drug 1: C1=CN(C(=O)N=C1N)C2C(C(C(O2)CO)O)O.Cl. Drug 2: CC1=C(C(=O)C2=C(C1=O)N3CC4C(C3(C2COC(=O)N)OC)N4)N. Cell line: SF-539. Synergy scores: CSS=52.7, Synergy_ZIP=1.65, Synergy_Bliss=1.46, Synergy_Loewe=-4.40, Synergy_HSA=7.30. (3) Drug 1: C1CN1C2=NC(=NC(=N2)N3CC3)N4CC4. Drug 2: C1=C(C(=O)NC(=O)N1)N(CCCl)CCCl. Cell line: PC-3. Synergy scores: CSS=11.5, Synergy_ZIP=-5.78, Synergy_Bliss=-3.09, Synergy_Loewe=-4.16, Synergy_HSA=-0.917. (4) Drug 1: COC1=CC(=CC(=C1O)OC)C2C3C(COC3=O)C(C4=CC5=C(C=C24)OCO5)OC6C(C(C7C(O6)COC(O7)C8=CC=CS8)O)O. Drug 2: C1CC(C1)(C(=O)O)C(=O)O.[NH2-].[NH2-].[Pt+2]. Cell line: HCT-15. Synergy scores: CSS=63.0, Synergy_ZIP=2.37, Synergy_Bliss=7.11, Synergy_Loewe=-9.56, Synergy_HSA=7.34. (5) Drug 2: C1CN(CCN1C(=O)CCBr)C(=O)CCBr. Synergy scores: CSS=11.0, Synergy_ZIP=-5.12, Synergy_Bliss=-4.46, Synergy_Loewe=-13.7, Synergy_HSA=-4.25. Cell line: TK-10. Drug 1: CC1=C2C(C(=O)C3(C(CC4C(C3C(C(C2(C)C)(CC1OC(=O)C(C(C5=CC=CC=C5)NC(=O)OC(C)(C)C)O)O)OC(=O)C6=CC=CC=C6)(CO4)OC(=O)C)O)C)O. (6) Drug 1: CN1C(=O)N2C=NC(=C2N=N1)C(=O)N. Drug 2: C1C(C(OC1N2C=NC3=C2NC=NCC3O)CO)O. Cell line: MDA-MB-435. Synergy scores: CSS=-3.60, Synergy_ZIP=0.723, Synergy_Bliss=-2.30, Synergy_Loewe=-3.13, Synergy_HSA=-4.49. (7) Drug 1: C(CN)CNCCSP(=O)(O)O. Drug 2: CC1CCCC2(C(O2)CC(NC(=O)CC(C(C(=O)C(C1O)C)(C)C)O)C(=CC3=CSC(=N3)C)C)C. Cell line: MDA-MB-231. Synergy scores: CSS=31.5, Synergy_ZIP=0.646, Synergy_Bliss=-0.822, Synergy_Loewe=-29.1, Synergy_HSA=-2.70. (8) Drug 1: B(C(CC(C)C)NC(=O)C(CC1=CC=CC=C1)NC(=O)C2=NC=CN=C2)(O)O. Drug 2: CC1C(C(CC(O1)OC2CC(CC3=C2C(=C4C(=C3O)C(=O)C5=CC=CC=C5C4=O)O)(C(=O)C)O)N)O. Cell line: NCI-H522. Synergy scores: CSS=83.4, Synergy_ZIP=10.7, Synergy_Bliss=11.5, Synergy_Loewe=13.2, Synergy_HSA=14.5. (9) Drug 1: CC1=C2C(C(=O)C3(C(CC4C(C3C(C(C2(C)C)(CC1OC(=O)C(C(C5=CC=CC=C5)NC(=O)OC(C)(C)C)O)O)OC(=O)C6=CC=CC=C6)(CO4)OC(=O)C)OC)C)OC. Drug 2: COC1=CC(=CC(=C1O)OC)C2C3C(COC3=O)C(C4=CC5=C(C=C24)OCO5)OC6C(C(C7C(O6)COC(O7)C8=CC=CS8)O)O. Cell line: SNB-19. Synergy scores: CSS=65.0, Synergy_ZIP=1.10, Synergy_Bliss=1.82, Synergy_Loewe=6.20, Synergy_HSA=8.21. (10) Drug 1: C1C(C(OC1N2C=NC3=C(N=C(N=C32)Cl)N)CO)O. Drug 2: CC(C)CN1C=NC2=C1C3=CC=CC=C3N=C2N. Cell line: OVCAR-4. Synergy scores: CSS=12.7, Synergy_ZIP=-0.944, Synergy_Bliss=4.37, Synergy_Loewe=0.736, Synergy_HSA=1.07.